This data is from Catalyst prediction with 721,799 reactions and 888 catalyst types from USPTO. The task is: Predict which catalyst facilitates the given reaction. (1) Reactant: [Cl:1][C:2]1[CH:11]=[CH:10][C:9]2[C:4](=[C:5]([C:12]([OH:14])=O)[CH:6]=[CH:7][CH:8]=2)[N:3]=1.[NH2:15][C:16]1[C:17]([OH:23])=[N:18][CH:19]=[CH:20][C:21]=1[OH:22].CN(C(ON1N=NC2C=CC=NC1=2)=[N+](C)C)C.F[P-](F)(F)(F)(F)F.C(N(C(C)C)C(C)C)C. Product: [Cl:1][C:2]1[CH:11]=[CH:10][C:9]2[C:4](=[C:5]([C:12]([NH:15][C:16]3[C:17]([OH:23])=[N:18][CH:19]=[CH:20][C:21]=3[OH:22])=[O:14])[CH:6]=[CH:7][CH:8]=2)[N:3]=1. The catalyst class is: 31. (2) Reactant: C(N(CC)CC)C.[C:16](O[C:16]([O:18][C:19]([CH3:22])([CH3:21])[CH3:20])=[O:17])([O:18][C:19]([CH3:22])([CH3:21])[CH3:20])=[O:17].Cl.[NH2:24][CH2:25][CH:26]([C:28]1[CH:33]=[CH:32][C:31]([Cl:34])=[CH:30][CH:29]=1)[OH:27]. Product: [Cl:34][C:31]1[CH:30]=[CH:29][C:28]([CH:26]([OH:27])[CH2:25][NH:24][C:16](=[O:17])[O:18][C:19]([CH3:20])([CH3:21])[CH3:22])=[CH:33][CH:32]=1. The catalyst class is: 4. (3) Reactant: [C:1]([C@@H:3]1[C@@H:10]2[C@@H:6]([O:7]C(C)(C)[O:9]2)[C@H:5]([N:13]2[CH:21]=[N:20][C:19]3[C:14]2=[N:15][CH:16]=[N:17][C:18]=3[NH:22][CH:23]2[CH2:27][CH2:26][CH2:25][CH2:24]2)[O:4]1)#[CH:2]. Product: [CH:23]1([NH:22][C:18]2[N:17]=[CH:16][N:15]=[C:14]3[C:19]=2[N:20]=[CH:21][N:13]3[C@H:5]2[C@H:6]([OH:7])[C@H:10]([OH:9])[C@@H:3]([C:1]#[CH:2])[O:4]2)[CH2:24][CH2:25][CH2:26][CH2:27]1. The catalyst class is: 86.